Task: Predict the reactants needed to synthesize the given product.. Dataset: Full USPTO retrosynthesis dataset with 1.9M reactions from patents (1976-2016) (1) Given the product [CH2:23]([S:27][C:2]([CH3:1])([CH2:6][CH2:7][CH:8]=[C:9]([CH3:11])[CH3:10])[CH2:3][CH:4]=[O:5])[CH2:24][CH2:25][CH3:26], predict the reactants needed to synthesize it. The reactants are: [CH3:1]/[C:2](/[CH2:6][CH2:7][CH:8]=[C:9]([CH3:11])[CH3:10])=[CH:3]\[CH:4]=[O:5].C1CCN2C(=NCCC2)CC1.[CH2:23]([SH:27])[CH2:24][CH2:25][CH3:26].CC(=CCCC(=CC=O)C)C. (2) Given the product [CH:22]([O:35][Si:36]([O:42][Si:43]([CH3:46])([CH3:45])[CH3:44])([O:37][Si:38]([CH3:39])([CH3:41])[CH3:40])[O:7][CH2:6][C@H:5]1[O:8][C@@H:1]([N:9]2[CH:16]=[CH:15][C:13](=[O:14])[NH:12][C:10]2=[O:11])[CH2:2][C@@H:3]1[OH:4])([C:29]1[CH:34]=[CH:33][CH:32]=[CH:31][CH:30]=1)[C:23]1[CH:24]=[CH:25][CH:26]=[CH:27][CH:28]=1, predict the reactants needed to synthesize it. The reactants are: [C@@H:1]1([N:9]2[CH:16]=[CH:15][C:13](=[O:14])[NH:12][C:10]2=[O:11])[O:8][C@H:5]([CH2:6][OH:7])[C@@H:3]([OH:4])[CH2:2]1.CN(C=O)C.[CH:22]([O:35][Si:36](Cl)([O:42][Si:43]([CH3:46])([CH3:45])[CH3:44])[O:37][Si:38]([CH3:41])([CH3:40])[CH3:39])([C:29]1[CH:34]=[CH:33][CH:32]=[CH:31][CH:30]=1)[C:23]1[CH:28]=[CH:27][CH:26]=[CH:25][CH:24]=1.[SiH3]Cl. (3) Given the product [F:19][C:20]1[CH:28]=[CH:27][CH:26]=[C:25]([F:29])[C:21]=1[C:22]([NH:17][C:14]1[CH:13]=[CH:12][C:11]([C:9]2[C:8]([CH3:18])=[CH:7][C:5]3[O:6][C:2]([F:1])=[CH:3][C:4]=3[CH:10]=2)=[CH:16][N:15]=1)=[O:23], predict the reactants needed to synthesize it. The reactants are: [F:1][C:2]1[O:6][C:5]2[CH:7]=[C:8]([CH3:18])[C:9]([C:11]3[CH:12]=[CH:13][C:14]([NH2:17])=[N:15][CH:16]=3)=[CH:10][C:4]=2[CH:3]=1.[F:19][C:20]1[CH:28]=[CH:27][CH:26]=[C:25]([F:29])[C:21]=1[C:22](Cl)=[O:23].CCN(C(C)C)C(C)C.C([O-])(O)=O.[Na+].C(Cl)Cl. (4) Given the product [NH2:34][CH:1]([C:4]1[C:9]([C:10]2[CH:15]=[CH:14][CH:13]=[C:12]([F:16])[CH:11]=2)=[C:8]([N:17]([S:22]([CH3:25])(=[O:24])=[O:23])[S:18]([CH3:21])(=[O:20])=[O:19])[C:7]([CH3:26])=[C:6]([Cl:27])[CH:5]=1)[CH3:2], predict the reactants needed to synthesize it. The reactants are: [C:1]([C:4]1[C:9]([C:10]2[CH:15]=[CH:14][CH:13]=[C:12]([F:16])[CH:11]=2)=[C:8]([N:17]([S:22]([CH3:25])(=[O:24])=[O:23])[S:18]([CH3:21])(=[O:20])=[O:19])[C:7]([CH3:26])=[C:6]([Cl:27])[CH:5]=1)(=O)[CH3:2].C([O-])(=O)C.[NH4+].C([BH3-])#[N:34].[Na+]. (5) Given the product [Cl:70][C:66]1[CH:65]=[C:64]([CH:69]=[CH:68][CH:67]=1)[CH2:63][NH:62][C:60]([C:59]1[CH:71]=[CH:72][C:73]([CH3:74])=[C:57]([NH:56][C:22]([C:13]2[C:14](=[O:21])[NH:15][C:16]3[C:11]([CH:12]=2)=[CH:10][C:9]([O:8][CH2:1][C:2]2[CH:7]=[CH:6][CH:5]=[CH:4][CH:3]=2)=[C:18]([O:19][CH3:20])[CH:17]=3)=[O:23])[CH:58]=1)=[O:61], predict the reactants needed to synthesize it. The reactants are: [CH2:1]([O:8][C:9]1[CH:10]=[C:11]2[C:16](=[CH:17][C:18]=1[O:19][CH3:20])[NH:15][C:14](=[O:21])[C:13]([C:22](O)=[O:23])=[CH:12]2)[C:2]1[CH:7]=[CH:6][CH:5]=[CH:4][CH:3]=1.CN(C(ON1N=NC2C=CC=NC1=2)=[N+](C)C)C.F[P-](F)(F)(F)(F)F.CN1CCOCC1.[NH2:56][C:57]1[CH:58]=[C:59]([CH:71]=[CH:72][C:73]=1[CH3:74])[C:60]([NH:62][CH2:63][C:64]1[CH:69]=[CH:68][CH:67]=[C:66]([Cl:70])[CH:65]=1)=[O:61]. (6) The reactants are: [N:1]1([C:7]([N:9]2[CH2:14][CH:13]([C:15]3[CH:20]=[CH:19][C:18]([O:21][C:22]([F:25])([F:24])[F:23])=[CH:17][CH:16]=3)[CH2:12][CH:11]([C:26](O)=[O:27])[CH2:10]2)=[O:8])[CH2:6][CH2:5][O:4][CH2:3][CH2:2]1.O[NH:30][C:31]([C:33]1[CH:38]=[CH:37][CH:36]=[C:35]([C:39]([F:42])([F:41])[F:40])[CH:34]=1)=[NH:32]. Given the product [N:1]1([C:7]([N:9]2[CH2:10][CH:11]([C:26]3[O:27][N:32]=[C:31]([C:33]4[CH:38]=[CH:37][CH:36]=[C:35]([C:39]([F:40])([F:41])[F:42])[CH:34]=4)[N:30]=3)[CH2:12][CH:13]([C:15]3[CH:16]=[CH:17][C:18]([O:21][C:22]([F:23])([F:24])[F:25])=[CH:19][CH:20]=3)[CH2:14]2)=[O:8])[CH2:2][CH2:3][O:4][CH2:5][CH2:6]1, predict the reactants needed to synthesize it. (7) Given the product [CH3:33][O:34][C:35](=[O:40])[C@H:36]([CH2:38][OH:39])[NH:37][C:10](=[O:12])[CH2:9][C:4]1[CH:5]=[C:6]([F:8])[CH:7]=[C:2]([F:1])[CH:3]=1, predict the reactants needed to synthesize it. The reactants are: [F:1][C:2]1[CH:3]=[C:4]([CH2:9][C:10]([OH:12])=O)[CH:5]=[C:6]([F:8])[CH:7]=1.CCN=C=NCCCN(C)C.Cl.CN1CCOCC1.Cl.[CH3:33][O:34][C:35](=[O:40])[C@H:36]([CH2:38][OH:39])[NH2:37]. (8) Given the product [Cl:1][C:2]1[CH:18]=[C:17]([Cl:19])[CH:16]=[CH:15][C:3]=1[CH2:4][NH:5][C:6]([N:8]1[CH2:14][CH:13]2[CH:10]([CH2:11][N:12]2[C:21]2[N:26]=[CH:25][CH:24]=[CH:23][N:22]=2)[CH2:9]1)=[O:7], predict the reactants needed to synthesize it. The reactants are: [Cl:1][C:2]1[CH:18]=[C:17]([Cl:19])[CH:16]=[CH:15][C:3]=1[CH2:4][NH:5][C:6]([N:8]1[CH2:14][CH:13]2[CH:10]([CH2:11][NH:12]2)[CH2:9]1)=[O:7].Br[C:21]1[N:26]=[CH:25][CH:24]=[CH:23][N:22]=1.C(N(CC)CC)C.C1C=CC(P(C2C(C3C(P(C4C=CC=CC=4)C4C=CC=CC=4)=CC=C4C=3C=CC=C4)=C3C(C=CC=C3)=CC=2)C2C=CC=CC=2)=CC=1.CC([O-])(C)C.[K+]. (9) Given the product [NH2:13][C:10]1[CH:11]=[CH:12][C:7]([C:6]([N:5]([CH2:27][CH2:28][CH:29]([CH3:30])[CH3:31])[CH2:4][CH2:3][CH:2]([CH3:1])[CH3:32])=[O:26])=[CH:8][C:9]=1[NH:16][CH2:17][CH2:18][CH2:19][N:20]1[CH2:25][CH2:24][CH2:23][CH2:22][CH2:21]1, predict the reactants needed to synthesize it. The reactants are: [CH3:1][CH:2]([CH3:32])[CH2:3][CH2:4][N:5]([CH2:27][CH2:28][CH:29]([CH3:31])[CH3:30])[C:6](=[O:26])[C:7]1[CH:12]=[CH:11][C:10]([N+:13]([O-])=O)=[C:9]([NH:16][CH2:17][CH2:18][CH2:19][N:20]2[CH2:25][CH2:24][CH2:23][CH2:22][CH2:21]2)[CH:8]=1.